Task: Predict the reactants needed to synthesize the given product.. Dataset: Full USPTO retrosynthesis dataset with 1.9M reactions from patents (1976-2016) (1) The reactants are: [CH3:1][C:2]1[CH:3]=[C:4]([C:19]2[S:23][C:22]([C:24]3([OH:30])[CH2:29][CH2:28][S:27][CH2:26][CH2:25]3)=[N:21][CH:20]=2)[CH:5]=[C:6]([NH:8][C:9]2[N:14]=[C:13]([C:15]([F:18])([F:17])[F:16])[CH:12]=[CH:11][N:10]=2)[CH:7]=1.C(Cl)Cl.CO.[OH2:36].[OH2:37].O.O.O.O.C(O[O-])(=O)C1C(=CC=CC=1)C([O-])=O.[Mg+2]. Given the product [CH3:1][C:2]1[CH:3]=[C:4]([C:19]2[S:23][C:22]([C:24]3([OH:30])[CH2:25][CH2:26][S:27](=[O:37])(=[O:36])[CH2:28][CH2:29]3)=[N:21][CH:20]=2)[CH:5]=[C:6]([NH:8][C:9]2[N:14]=[C:13]([C:15]([F:18])([F:17])[F:16])[CH:12]=[CH:11][N:10]=2)[CH:7]=1, predict the reactants needed to synthesize it. (2) Given the product [Br:12][C:7]1[CH:8]=[C:9]2[C:4](=[CH:5][CH:6]=1)[N:3]=[C:2]([NH:1][C:26]([CH:20]1[CH2:25][CH2:24][CH2:23][CH2:22][CH2:21]1)=[O:27])[CH:11]=[CH:10]2, predict the reactants needed to synthesize it. The reactants are: [NH2:1][C:2]1[CH:11]=[CH:10][C:9]2[C:4](=[CH:5][CH:6]=[C:7]([Br:12])[CH:8]=2)[N:3]=1.CCN(CC)CC.[CH:20]1([C:26](Cl)=[O:27])[CH2:25][CH2:24][CH2:23][CH2:22][CH2:21]1. (3) Given the product [N:34]1([CH2:33][CH2:32][CH2:31][O:30][C:26]2[CH:25]=[C:24]([NH:23][C:19]3[N:18]=[C:17]([C:16]4[C:8]([C:4]5[CH:3]=[C:2]([NH:1][C:45](=[O:46])[CH2:44][C:40]6[S:39][CH:43]=[CH:42][CH:41]=6)[CH:7]=[CH:6][CH:5]=5)=[N:9][N:10]5[CH:15]=[CH:14][CH:13]=[CH:12][C:11]=45)[CH:22]=[CH:21][N:20]=3)[CH:29]=[CH:28][CH:27]=2)[CH2:35][CH2:36][CH2:37][CH2:38]1, predict the reactants needed to synthesize it. The reactants are: [NH2:1][C:2]1[CH:3]=[C:4]([C:8]2[C:16]([C:17]3[CH:22]=[CH:21][N:20]=[C:19]([NH:23][C:24]4[CH:29]=[CH:28][CH:27]=[C:26]([O:30][CH2:31][CH2:32][CH2:33][N:34]5[CH2:38][CH2:37][CH2:36][CH2:35]5)[CH:25]=4)[N:18]=3)=[C:11]3[CH:12]=[CH:13][CH:14]=[CH:15][N:10]3[N:9]=2)[CH:5]=[CH:6][CH:7]=1.[S:39]1[CH:43]=[CH:42][CH:41]=[C:40]1[CH2:44][C:45](Cl)=[O:46]. (4) The reactants are: C[O:2][C:3]([C:5]1[S:35][C:8]2[N:9]=[CH:10][N:11]=[C:12]([NH:13][C:14]3[C:15]([O:20][CH:21]4[CH2:26][CH2:25][CH:24]([NH:27][C:28]([O:30][C:31]([CH3:34])([CH3:33])[CH3:32])=[O:29])[CH2:23][CH2:22]4)=[N:16][CH:17]=[CH:18][CH:19]=3)[C:7]=2[C:6]=1[CH3:36])=[O:4].[OH-].[Na+].[OH-].[Li+].Cl. Given the product [C:31]([O:30][C:28]([NH:27][CH:24]1[CH2:25][CH2:26][CH:21]([O:20][C:15]2[C:14]([NH:13][C:12]3[C:7]4[C:6]([CH3:36])=[C:5]([C:3]([OH:4])=[O:2])[S:35][C:8]=4[N:9]=[CH:10][N:11]=3)=[CH:19][CH:18]=[CH:17][N:16]=2)[CH2:22][CH2:23]1)=[O:29])([CH3:34])([CH3:32])[CH3:33], predict the reactants needed to synthesize it.